Dataset: Peptide-MHC class I binding affinity with 185,985 pairs from IEDB/IMGT. Task: Regression. Given a peptide amino acid sequence and an MHC pseudo amino acid sequence, predict their binding affinity value. This is MHC class I binding data. (1) The peptide sequence is MPGVLSYVV. The binding affinity (normalized) is 0.713. The MHC is HLA-B35:01 with pseudo-sequence HLA-B35:01. (2) The peptide sequence is TEFACVVAEA. The MHC is HLA-B40:02 with pseudo-sequence HLA-B40:02. The binding affinity (normalized) is 0.752. (3) The peptide sequence is AVFPSIVGR. The MHC is Mamu-B08 with pseudo-sequence Mamu-B08. The binding affinity (normalized) is 0.159. (4) The peptide sequence is VTLNRIKIA. The MHC is HLA-A02:03 with pseudo-sequence HLA-A02:03. The binding affinity (normalized) is 0.445. (5) The peptide sequence is YTAVVELVY. The MHC is HLA-A29:02 with pseudo-sequence HLA-A29:02. The binding affinity (normalized) is 0.889.